From a dataset of Full USPTO retrosynthesis dataset with 1.9M reactions from patents (1976-2016). Predict the reactants needed to synthesize the given product. (1) The reactants are: [NH2:1][C:2]1[C:7]2[C:8](=[O:20])[N:9]([C:13]3[CH:18]=[CH:17][C:16](Br)=[CH:15][CH:14]=3)[CH2:10][CH2:11][O:12][C:6]=2[N:5]=[C:4]([CH3:21])[N:3]=1.[Cl:22][C:23]1[CH:28]=[CH:27][CH:26]=[CH:25][C:24]=1B(O)O.P([O-])([O-])([O-])=O.[K+].[K+].[K+].CO. Given the product [NH2:1][C:2]1[C:7]2[C:8](=[O:20])[N:9]([C:13]3[CH:18]=[CH:17][C:16]([C:24]4[CH:25]=[CH:26][CH:27]=[CH:28][C:23]=4[Cl:22])=[CH:15][CH:14]=3)[CH2:10][CH2:11][O:12][C:6]=2[N:5]=[C:4]([CH3:21])[N:3]=1, predict the reactants needed to synthesize it. (2) Given the product [CH3:14][N:15]1[C:19]([C:5]2[CH:4]=[N:3][C:2]([NH:24][C:25]3[N:26]=[C:27]([CH3:30])[S:28][CH:29]=3)=[C:11]3[C:6]=2[CH:7]=[CH:8][C:9]([CH3:12])=[N:10]3)=[CH:18][C:17]([CH3:23])=[N:16]1, predict the reactants needed to synthesize it. The reactants are: Cl[C:2]1[N:3]=[CH:4][C:5](I)=[C:6]2[C:11]=1[N:10]=[C:9]([CH3:12])[CH:8]=[CH:7]2.[CH3:14][N:15]1[C:19](B(O)O)=[CH:18][C:17]([CH3:23])=[N:16]1.[NH2:24][C:25]1[N:26]=[C:27]([CH3:30])[S:28][CH:29]=1. (3) Given the product [CH2:14]([O:13][C:11]([C:10]1[CH:9]=[N:8][N:7]2[C:2]([NH:41][C:35]3[CH:36]=[C:37]([CH3:40])[CH:38]=[CH:39][C:34]=3[F:33])=[C:3]([C:16]([N:18]3[CH2:23][CH2:22][C:21]4([C:27]5[CH:28]=[CH:29][CH:30]=[C:31]([F:32])[C:26]=5[O:25][CH2:24]4)[CH2:20][CH2:19]3)=[O:17])[CH:4]=[N:5][C:6]=12)=[O:12])[CH3:15], predict the reactants needed to synthesize it. The reactants are: Cl[C:2]1[N:7]2[N:8]=[CH:9][C:10]([C:11]([O:13][CH2:14][CH3:15])=[O:12])=[C:6]2[N:5]=[CH:4][C:3]=1[C:16]([N:18]1[CH2:23][CH2:22][C:21]2([C:27]3[CH:28]=[CH:29][CH:30]=[C:31]([F:32])[C:26]=3[O:25][CH2:24]2)[CH2:20][CH2:19]1)=[O:17].[F:33][C:34]1[CH:39]=[CH:38][C:37]([CH3:40])=[CH:36][C:35]=1[NH2:41]. (4) Given the product [NH2:1][C:2]1[N:6]([CH3:7])[C:5](=[O:8])[C:4]([C:15]2[CH:20]=[CH:19][CH:18]=[CH:17][CH:16]=2)([CH:9]2[CH2:14][CH2:13][CH2:12][NH:11][CH2:10]2)[N:3]=1, predict the reactants needed to synthesize it. The reactants are: [NH2:1][C:2]1[N:6]([CH3:7])[C:5](=[O:8])[C:4]([C:15]2[CH:20]=[CH:19][CH:18]=[CH:17][CH:16]=2)([C:9]2[CH:10]=[N:11][CH:12]=[CH:13][CH:14]=2)[N:3]=1.Cl.